From a dataset of Forward reaction prediction with 1.9M reactions from USPTO patents (1976-2016). Predict the product of the given reaction. (1) Given the reactants [CH3:1][C:2]1[C:7]([N+:8]([O-:10])=[O:9])=[CH:6][CH:5]=[CH:4][C:3]=1[CH2:11][OH:12].CCN(CC)CC.[CH3:20][S:21](Cl)(=[O:23])=[O:22], predict the reaction product. The product is: [CH3:20][S:21]([O:12][CH2:11][C:3]1[CH:4]=[CH:5][CH:6]=[C:7]([N+:8]([O-:10])=[O:9])[C:2]=1[CH3:1])(=[O:23])=[O:22]. (2) The product is: [NH2:1][C:4]1[CH:13]=[C:12]2[C:7]([CH2:8][CH2:9][N:10]([CH2:15][CH2:16][CH2:17][N:18]3[CH2:22][CH2:21][CH2:20][C:19]3=[O:23])[C:11]2=[O:14])=[CH:6][C:5]=1[N:24]1[CH2:25][CH2:26][N:27]([C:30]2[CH:35]=[CH:34][CH:33]=[CH:32][C:31]=2[CH3:36])[CH2:28][CH2:29]1. Given the reactants [N+:1]([C:4]1[CH:13]=[C:12]2[C:7]([CH2:8][CH2:9][N:10]([CH2:15][CH2:16][CH2:17][N:18]3[CH2:22][CH2:21][CH2:20][C:19]3=[O:23])[C:11]2=[O:14])=[CH:6][C:5]=1[N:24]1[CH2:29][CH2:28][N:27]([C:30]2[CH:35]=[CH:34][CH:33]=[CH:32][C:31]=2[CH3:36])[CH2:26][CH2:25]1)([O-])=O.C(O)(=O)C, predict the reaction product. (3) Given the reactants [CH2:1]([N:8]1[C:13](=[O:14])[C:12]([C:15]2[CH:20]=[CH:19][C:18]([O:21][CH3:22])=[C:17]([F:23])[CH:16]=2)=[CH:11][N:10]=[C:9]1SC)[C:2]1[CH:7]=[CH:6][CH:5]=[CH:4][CH:3]=1.[F:26][C:27]1[CH:33]=[CH:32][C:30]([NH2:31])=[CH:29][CH:28]=1.Cl, predict the reaction product. The product is: [CH2:1]([N:8]1[C:13](=[O:14])[C:12]([C:15]2[CH:20]=[CH:19][C:18]([O:21][CH3:22])=[C:17]([F:23])[CH:16]=2)=[CH:11][N:10]=[C:9]1[NH:31][C:30]1[CH:32]=[CH:33][C:27]([F:26])=[CH:28][CH:29]=1)[C:2]1[CH:7]=[CH:6][CH:5]=[CH:4][CH:3]=1. (4) Given the reactants [Cl-].[CH2:2]([N+:18]1[CH:22]=[CH:21][N:20]([CH3:23])[CH:19]=1)[CH2:3][CH2:4][CH2:5][CH2:6][CH2:7][CH2:8][CH2:9][CH2:10][CH2:11][CH2:12][CH2:13][CH2:14][CH2:15][CH2:16][CH3:17].[F:24][C:25]([F:33])([S:29]([O-:32])(=[O:31])=[O:30])[CH:26]([F:28])[F:27].[K+], predict the reaction product. The product is: [F:24][C:25]([F:33])([S:29]([O-:32])(=[O:31])=[O:30])[CH:26]([F:28])[F:27].[CH2:2]([N+:18]1[CH:22]=[CH:21][N:20]([CH3:23])[CH:19]=1)[CH2:3][CH2:4][CH2:5][CH2:6][CH2:7][CH2:8][CH2:9][CH2:10][CH2:11][CH2:12][CH2:13][CH2:14][CH2:15][CH2:16][CH3:17]. (5) Given the reactants CC1(C)[O:6][C@H:5]([CH2:7][N:8]2[CH:12]=[CH:11][C:10]([NH:13][C:14](=[O:37])[C@@H:15]([N:20]3[CH2:24][C:23]([O:25][C:26]4[C:35]5[CH2:34][CH2:33][CH2:32][CH2:31][C:30]=5[CH:29]=[CH:28][CH:27]=4)=[CH:22][C:21]3=[O:36])[CH2:16][CH:17]([CH3:19])[CH3:18])=[N:9]2)[CH2:4][O:3]1.O.C1(C)C=CC(S(O)(=O)=O)=CC=1, predict the reaction product. The product is: [OH:6][C@@H:5]([CH2:4][OH:3])[CH2:7][N:8]1[CH:12]=[CH:11][C:10]([NH:13][C:14](=[O:37])[C@@H:15]([N:20]2[CH2:24][C:23]([O:25][C:26]3[C:35]4[CH2:34][CH2:33][CH2:32][CH2:31][C:30]=4[CH:29]=[CH:28][CH:27]=3)=[CH:22][C:21]2=[O:36])[CH2:16][CH:17]([CH3:19])[CH3:18])=[N:9]1. (6) Given the reactants FC1C([O:8][C:9]([C:11]2[N:12]([CH3:32])[C:13]3[C:21]([CH:22]=2)=[C:20]2[C:16]([C:17](=[O:24])[NH:18][C:19]2=[O:23])=[C:15]([C:25]2[CH:30]=[CH:29][CH:28]=[CH:27][C:26]=2[Cl:31])[CH:14]=3)=O)=C(F)C(F)=C(F)C=1F.[C:37]([O:41][C:42](=[O:47])[NH:43][CH2:44][CH2:45][NH2:46])([CH3:40])([CH3:39])[CH3:38], predict the reaction product. The product is: [C:37]([O:41][C:42](=[O:47])[NH:43][CH2:44][CH2:45][NH:46][C:9]([C:11]1[N:12]([CH3:32])[C:13]2[C:21]([CH:22]=1)=[C:20]1[C:16]([C:17](=[O:24])[NH:18][C:19]1=[O:23])=[C:15]([C:25]1[CH:30]=[CH:29][CH:28]=[CH:27][C:26]=1[Cl:31])[CH:14]=2)=[O:8])([CH3:40])([CH3:38])[CH3:39]. (7) Given the reactants [OH:1][CH2:2][C@H:3]1[NH:7][C:6](=[O:8])[CH2:5][CH2:4]1.C(N(CC)CC)C.[C:16]1([CH3:26])[CH:21]=[CH:20][C:19]([S:22](Cl)(=[O:24])=[O:23])=[CH:18][CH:17]=1, predict the reaction product. The product is: [O:8]=[C:6]1[NH:7][CH:3]([CH2:2][O:1][S:22]([C:19]2[CH:20]=[CH:21][C:16]([CH3:26])=[CH:17][CH:18]=2)(=[O:24])=[O:23])[CH2:4][CH2:5]1.